From a dataset of Forward reaction prediction with 1.9M reactions from USPTO patents (1976-2016). Predict the product of the given reaction. (1) Given the reactants [ClH:1].N[CH2:3][C@H:4]([C:6]1[CH:11]=[CH:10][C:9]([C:12]2[C:13]3[C:14]4[CH:28]=[CH:27][S:26][C:15]=4[C:16](=[O:25])[NH:17][C:18]=3[C:19]([CH3:24])=[CH:20][C:21]=2[O:22][CH3:23])=[CH:8][C:7]=1[F:29])[CH3:5].[CH2:30]=O.[BH3-][C:33]#[N:34].[Na+], predict the reaction product. The product is: [ClH:1].[CH3:30][N:34]([CH3:33])[CH2:3][C@H:4]([C:6]1[CH:11]=[CH:10][C:9]([C:12]2[C:13]3[C:14]4[CH:28]=[CH:27][S:26][C:15]=4[C:16](=[O:25])[NH:17][C:18]=3[C:19]([CH3:24])=[CH:20][C:21]=2[O:22][CH3:23])=[CH:8][C:7]=1[F:29])[CH3:5]. (2) Given the reactants [OH:1]OS([O-])=O.[K+].[Cl:7][C:8]1[CH:9]=[C:10]2[C:15](=[CH:16][CH:17]=1)[CH:14]=[C:13]([S:18][CH2:19][CH:20]([CH2:39][OH:40])[C:21]([N:23]1[CH2:28][CH2:27][CH:26]([N:29]3[CH2:33][C:32]4=[CH:34][N:35]=[C:36]([CH3:37])[N:31]4[C:30]3=[O:38])[CH2:25][CH2:24]1)=[O:22])[CH:12]=[CH:11]2.S([O-])([O-])(=O)=S.[Na+].[Na+].[OH2:48], predict the reaction product. The product is: [Cl:7][C:8]1[CH:9]=[C:10]2[C:15](=[CH:16][CH:17]=1)[CH:14]=[C:13]([S:18]([CH2:19][CH:20]([CH2:39][OH:40])[C:21]([N:23]1[CH2:24][CH2:25][CH:26]([N:29]3[CH2:33][C:32]4=[CH:34][N:35]=[C:36]([CH3:37])[N:31]4[C:30]3=[O:38])[CH2:27][CH2:28]1)=[O:22])(=[O:1])=[O:48])[CH:12]=[CH:11]2. (3) Given the reactants [H-].[Na+].[Br:3][C:4]1[CH:9]=[CH:8][C:7]([C:10]2[NH:11][C:12]([C:15]([F:18])([F:17])[F:16])=[CH:13][N:14]=2)=[CH:6][N:5]=1.[CH3:19][Si:20]([CH3:27])([CH3:26])[CH2:21][CH2:22][O:23][CH2:24]Cl.[Cl-].[NH4+], predict the reaction product. The product is: [Br:3][C:4]1[CH:9]=[CH:8][C:7]([C:10]2[N:14]([CH2:24][O:23][CH2:22][CH2:21][Si:20]([CH3:27])([CH3:26])[CH3:19])[CH:13]=[C:12]([C:15]([F:18])([F:16])[F:17])[N:11]=2)=[CH:6][N:5]=1. (4) Given the reactants Br[C:2]1[CH:3]=[C:4]([Cl:11])[CH:5]=[C:6]2[C:10]=1[NH:9][N:8]=[CH:7]2.[H-].[Na+].[H][H].C([Li])(C)(C)C.[C:21](=[O:23])=[O:22], predict the reaction product. The product is: [Cl:11][C:4]1[CH:5]=[C:6]2[C:10](=[C:2]([C:21]([OH:23])=[O:22])[CH:3]=1)[NH:9][N:8]=[CH:7]2. (5) Given the reactants Cl.Br[C:3]1[CH:8]=[CH:7][C:6]([C@:9]2([NH2:19])[C:14]3=[N:15][CH:16]=[CH:17][CH:18]=[C:13]3[O:12][CH2:11][CH2:10]2)=[CH:5][CH:4]=1.O1CCOCC1.[O-]P([O-])([O-])=O.[K+].[K+].[K+].[C:34]([C:36]1[CH:41]=[CH:40][C:39](B(O)O)=[CH:38][CH:37]=1)#[N:35], predict the reaction product. The product is: [NH2:19][C@@:9]1([C:6]2[CH:7]=[CH:8][C:3]([C:39]3[CH:40]=[CH:41][C:36]([C:34]#[N:35])=[CH:37][CH:38]=3)=[CH:4][CH:5]=2)[C:14]2=[N:15][CH:16]=[CH:17][CH:18]=[C:13]2[O:12][CH2:11][CH2:10]1. (6) Given the reactants [CH3:1][N:2]1[C:11]2[C:6](=[CH:7][CH:8]=[CH:9][CH:10]=2)[CH:5]=[C:4]([CH:12]=O)[C:3]1=[O:14].[NH2:15][CH2:16][CH:17]([CH:24]1[CH2:29][CH2:28][N:27]([C:30]([O:32][C:33]([CH3:36])([CH3:35])[CH3:34])=[O:31])[CH2:26][CH2:25]1)[C:18]1[CH:23]=[CH:22][CH:21]=[CH:20][CH:19]=1.C(O)(=O)C.C(O[BH-](OC(=O)C)OC(=O)C)(=O)C.[Na+], predict the reaction product. The product is: [CH3:1][N:2]1[C:11]2[C:6](=[CH:7][CH:8]=[CH:9][CH:10]=2)[CH:5]=[C:4]([CH2:12][NH:15][CH2:16][CH:17]([CH:24]2[CH2:25][CH2:26][N:27]([C:30]([O:32][C:33]([CH3:36])([CH3:35])[CH3:34])=[O:31])[CH2:28][CH2:29]2)[C:18]2[CH:23]=[CH:22][CH:21]=[CH:20][CH:19]=2)[C:3]1=[O:14].